Dataset: Catalyst prediction with 721,799 reactions and 888 catalyst types from USPTO. Task: Predict which catalyst facilitates the given reaction. (1) Reactant: C[CH2:11][O:10][C:8](/N=N/[C:8]([O:10][CH2:11]C)=[O:9])=[O:9].[CH2:13]([N:15]1[C:21]2[N:22]=[CH:23][C:24]([CH2:26][CH2:27]O)=[CH:25][C:20]=2[C:19](=[O:29])[N:18]([CH3:30])[C:17]2[CH:31]=[CH:32][CH:33]=[N:34][C:16]1=2)[CH3:14].[OH:35][C:36]1[CH:41]=[CH:40][C:39]([C:42]2[CH:47]=[CH:46][C:45](C(OC)=O)=[CH:44][CH:43]=2)=[CH:38][C:37]=1[CH3:52].C1C=CC(P(C2C=CC=CC=2)C2C=CC=CC=2)=CC=1. Product: [CH2:13]([N:15]1[C:21]2[N:22]=[CH:23][C:24]([CH2:26][CH2:27][O:35][C:36]3[CH:41]=[CH:40][C:39]([C:42]4[CH:43]=[CH:44][CH:45]=[C:46]([C:8]([O:10][CH3:11])=[O:9])[CH:47]=4)=[CH:38][C:37]=3[CH3:52])=[CH:25][C:20]=2[C:19](=[O:29])[N:18]([CH3:30])[C:17]2[CH:31]=[CH:32][CH:33]=[N:34][C:16]1=2)[CH3:14]. The catalyst class is: 1. (2) Reactant: [Br:1][CH2:2][C:3]1[CH:10]=[CH:9][C:6]([C:7]#[N:8])=[CH:5][C:4]=1[N+:11]([O-:13])=[O:12].Cl.CO.[C:17](OC(=O)C)(=[O:19])[CH3:18].[OH-].[Na+]. Product: [Br:1][CH2:2][C:3]1[CH:10]=[CH:9][C:6]([CH2:7][NH:8][C:17](=[O:19])[CH3:18])=[CH:5][C:4]=1[N+:11]([O-:13])=[O:12]. The catalyst class is: 355. (3) Reactant: Cl[C:2]1[N:7]=[CH:6][C:5]([CH:8]([CH3:14])[C:9]([O:11][CH2:12][CH3:13])=[O:10])=[CH:4][CH:3]=1.[CH3:15][N:16](C)C=O. Product: [C:15]([C:2]1[N:7]=[CH:6][C:5]([CH:8]([CH3:14])[C:9]([O:11][CH2:12][CH3:13])=[O:10])=[CH:4][CH:3]=1)#[N:16]. The catalyst class is: 267. (4) Reactant: [Cl:1][C:2]1[CH:3]=[N:4][CH:5]=[C:6]([C:8]2[CH:13]=[CH:12][CH:11]=[C:10]([F:14])[C:9]=2[C:15]2[N:16]=[N:17][N:18]([CH3:20])[N:19]=2)[CH:7]=1.ClC1C=C(C=CC=1)C(OO)=[O:26]. Product: [Cl:1][C:2]1[CH:3]=[N+:4]([O-:26])[CH:5]=[C:6]([C:8]2[CH:13]=[CH:12][CH:11]=[C:10]([F:14])[C:9]=2[C:15]2[N:16]=[N:17][N:18]([CH3:20])[N:19]=2)[CH:7]=1. The catalyst class is: 2.